From a dataset of Catalyst prediction with 721,799 reactions and 888 catalyst types from USPTO. Predict which catalyst facilitates the given reaction. (1) The catalyst class is: 48. Product: [CH3:1][C:2]([CH3:22])([CH3:21])[CH2:3][CH2:4][C:5]1([C:17]([O:19][CH3:20])=[O:18])[C:14]2[C:9](=[CH:10][CH:11]=[CH:12][CH:13]=2)[C:8](=[O:24])[CH:7]=[C:6]1[O:15][CH3:16]. Reactant: [CH3:1][C:2]([CH3:22])([CH3:21])[CH2:3][CH2:4][C:5]1([C:17]([O:19][CH3:20])=[O:18])[C:14]2[C:9](=[CH:10][CH:11]=[CH:12][CH:13]=2)[CH2:8][CH:7]=[C:6]1[O:15][CH3:16].[Cr](O[Cr]([O-])(=O)=O)([O-])(=O)=[O:24].[NH+]1C=CC=CC=1.[NH+]1C=CC=CC=1.C(OO)(C)(C)C.O. (2) Reactant: [NH:1]1[CH2:5][CH2:4][CH:3]([NH:6][C:7](=[O:13])[O:8][C:9]([CH3:12])([CH3:11])[CH3:10])[CH2:2]1.[O:14]=[C:15]([CH2:19][C:20]1[CH:25]=[CH:24][CH:23]=[CH:22][CH:21]=1)[C:16](O)=[O:17].C1C=CC2N(O)N=NC=2C=1.CCN(C(C)C)C(C)C.C(Cl)CCl.C(=O)(O)[O-].[Na+]. Product: [C:9]([O:8][C:7](=[O:13])[NH:6][CH:3]1[CH2:4][CH2:5][N:1]([C:16](=[O:17])[C:15](=[O:14])[CH2:19][C:20]2[CH:21]=[CH:22][CH:23]=[CH:24][CH:25]=2)[CH2:2]1)([CH3:10])([CH3:12])[CH3:11]. The catalyst class is: 2. (3) Reactant: [Br:1][C:2]1[CH:7]=[CH:6][CH:5]=[C:4]([CH:8]([F:19])[C:9]2[N:10]=[N:11][N:12]([CH2:14][Si](C)(C)C)[CH:13]=2)[N:3]=1.CCCC[N+](CCCC)(CCCC)CCCC.[F-]. Product: [Br:1][C:2]1[CH:7]=[CH:6][CH:5]=[C:4]([CH:8]([F:19])[C:9]2[N:10]=[N:11][N:12]([CH3:14])[CH:13]=2)[N:3]=1. The catalyst class is: 20. (4) Reactant: [CH:1]1([N:6]2[CH2:11][CH2:10][N:9]([C:12]3[CH:17]=[C:16]([N:18](C)[C:19](=O)C)[CH:15]=[CH:14][N:13]=3)[CH2:8][CH2:7]2)[CH2:5][CH2:4][CH2:3][CH2:2]1.[ClH:23]. Product: [ClH:23].[CH:1]1([N:6]2[CH2:7][CH2:8][N:9]([C:12]3[CH:17]=[C:16]([NH:18][CH3:19])[CH:15]=[CH:14][N:13]=3)[CH2:10][CH2:11]2)[CH2:2][CH2:3][CH2:4][CH2:5]1. The catalyst class is: 127. (5) Reactant: CS(O[C@H:6]([CH3:12])[C:7]([O:9][CH2:10][CH3:11])=[O:8])(=O)=O.[C:13]([O:26][CH2:27][C:28]1[CH:33]=[CH:32][CH:31]=[CH:30][CH:29]=1)(=[O:25])[CH2:14][C:15]([O:17][CH2:18][C:19]1[CH:24]=[CH:23][CH:22]=[CH:21][CH:20]=1)=[O:16].[F-].[Cs+].O. Product: [CH:14]([C:13]([O:26][CH2:27][C:28]1[CH:29]=[CH:30][CH:31]=[CH:32][CH:33]=1)=[O:25])([C:15]([O:17][CH2:18][C:19]1[CH:24]=[CH:23][CH:22]=[CH:21][CH:20]=1)=[O:16])[C@H:6]([C:7]([O:9][CH2:10][CH3:11])=[O:8])[CH3:12]. The catalyst class is: 3. (6) Reactant: [NH2:1][C:2]1[C:3]([Cl:13])=[CH:4][CH:5]=[C:6]2[C:11]=1[CH:10]=[C:9](O)[CH:8]=[CH:7]2.[CH3:14][NH2:15]. Product: [NH2:1][C:2]1[C:3]([Cl:13])=[CH:4][CH:5]=[C:6]2[C:11]=1[CH:10]=[C:9]([NH:15][CH3:14])[CH:8]=[CH:7]2. The catalyst class is: 6.